This data is from NCI-60 drug combinations with 297,098 pairs across 59 cell lines. The task is: Regression. Given two drug SMILES strings and cell line genomic features, predict the synergy score measuring deviation from expected non-interaction effect. Drug 1: CC(CN1CC(=O)NC(=O)C1)N2CC(=O)NC(=O)C2. Drug 2: C(CN)CNCCSP(=O)(O)O. Cell line: UACC-257. Synergy scores: CSS=22.7, Synergy_ZIP=5.06, Synergy_Bliss=11.3, Synergy_Loewe=9.88, Synergy_HSA=10.9.